This data is from Full USPTO retrosynthesis dataset with 1.9M reactions from patents (1976-2016). The task is: Predict the reactants needed to synthesize the given product. (1) The reactants are: [CH3:1][S:2](Cl)(=[O:4])=[O:3].[S:6]1[CH:10]=[CH:9][C:8]([CH2:11][CH2:12][OH:13])=[CH:7]1.CCN(CC)CC.O. Given the product [CH3:1][S:2]([O:13][CH2:12][CH2:11][C:8]1[CH:9]=[CH:10][S:6][CH:7]=1)(=[O:4])=[O:3], predict the reactants needed to synthesize it. (2) Given the product [F:1][C:2]1[C:3]([OH:43])=[CH:4][C:5]([CH2:38][C:39]([F:42])([F:41])[F:40])=[C:6]([C:8]2[N:13]=[C:12]3[NH:14][N:15]=[C:16]([C:17]([NH:18][CH3:19])=[O:20])[C:11]3=[C:10]([NH:28][CH2:29][C:30]3[CH:35]=[CH:34][CH:33]=[CH:32][C:31]=3[N:36]([CH3:37])[S:47](=[O:50])(=[O:49])[NH2:48])[N:9]=2)[CH:7]=1, predict the reactants needed to synthesize it. The reactants are: [F:1][C:2]1[C:3]([O:43]C)=[CH:4][C:5]([CH2:38][C:39]([F:42])([F:41])[F:40])=[C:6]([C:8]2[N:13]=[C:12]3[N:14](C(OC(C)(C)C)=O)[N:15]=[C:16]([C:17](=[O:20])[NH:18][CH3:19])[C:11]3=[C:10]([NH:28][CH2:29][C:30]3[CH:35]=[CH:34][CH:33]=[CH:32][C:31]=3[NH:36][CH3:37])[N:9]=2)[CH:7]=1.[H-].[Na+].[S:47](Cl)(=[O:50])(=[O:49])[NH2:48].B(Br)(Br)Br. (3) Given the product [Cl:3][C:4]1[CH:9]=[C:8]([I:1])[CH:7]=[C:6]([N+:10]([O-:12])=[O:11])[C:5]=1[NH:13][CH2:14][CH2:15][CH3:16], predict the reactants needed to synthesize it. The reactants are: [I:1]I.[Cl:3][C:4]1[CH:9]=[CH:8][CH:7]=[C:6]([N+:10]([O-:12])=[O:11])[C:5]=1[NH:13][CH2:14][CH2:15][CH3:16]. (4) Given the product [CH3:12][CH:3]1[CH:4]([CH3:11])[C:5]2[C:10](=[CH:9][CH:8]=[CH:7][CH:6]=2)[C:2]1=[O:13], predict the reactants needed to synthesize it. The reactants are: C[C:2]1([OH:13])[C:10]2[C:5](=[CH:6][CH:7]=[CH:8][CH:9]=2)[CH:4]([CH3:11])[CH:3]1[CH3:12].CC1C2C(=CC=CC=2)C(C)=C1C.